This data is from Full USPTO retrosynthesis dataset with 1.9M reactions from patents (1976-2016). The task is: Predict the reactants needed to synthesize the given product. (1) Given the product [CH2:1]([N:5]1[C:20]2[C:22]([C:24](=[O:25])[NH:16][C:17](=[O:18])[N:19]=2)=[N:14][C:7]2[CH:8]=[C:9]([CH3:13])[C:10]([Cl:12])=[CH:11][C:6]1=2)[CH2:2][CH2:3][CH3:4], predict the reactants needed to synthesize it. The reactants are: [CH2:1]([NH:5][C:6]1[C:7]([NH2:14])=[CH:8][C:9]([CH3:13])=[C:10]([Cl:12])[CH:11]=1)[CH2:2][CH2:3][CH3:4].O.[NH:16]1[C:24](=[O:25])[C:22](=O)[C:20](=O)[NH:19][C:17]1=[O:18].[B]=O.C(=O)(O)[O-].[Na+]. (2) Given the product [Cl:32][C:33]1[CH:38]=[CH:37][C:36]([O:31][CH:10]([C:6]2[CH:5]=[C:4]3[C:9](=[CH:8][CH:7]=2)[CH2:1][CH2:2][CH2:3]3)[CH2:11][CH2:12][N:13]2[CH2:14][CH2:15][CH:16]([C:19]3[CH:20]=[C:21]([NH:25][C:26](=[O:30])[CH:27]([CH3:28])[CH3:29])[CH:22]=[CH:23][CH:24]=3)[CH2:17][CH2:18]2)=[CH:35][CH:34]=1, predict the reactants needed to synthesize it. The reactants are: [CH2:1]1[C:9]2[C:4](=[CH:5][C:6]([CH:10]([OH:31])[CH2:11][CH2:12][N:13]3[CH2:18][CH2:17][CH:16]([C:19]4[CH:20]=[C:21]([NH:25][C:26](=[O:30])[CH:27]([CH3:29])[CH3:28])[CH:22]=[CH:23][CH:24]=4)[CH2:15][CH2:14]3)=[CH:7][CH:8]=2)[CH2:3][CH2:2]1.[Cl:32][C:33]1[CH:38]=[CH:37][C:36](O)=[CH:35][CH:34]=1. (3) Given the product [N:2]1([NH:1][C:33]([C:22]2[N:23]([CH3:32])[C:24]([C:25]3[CH:30]=[CH:29][C:28]([Cl:31])=[CH:27][CH:26]=3)=[C:20]([C:14]3[CH:15]=[CH:16][C:17]([Cl:19])=[CH:18][C:13]=3[Cl:12])[N:21]=2)=[O:34])[CH2:7][CH2:6][CH2:5][CH2:4][CH2:3]1, predict the reactants needed to synthesize it. The reactants are: [NH2:1][N:2]1[CH2:7][CH2:6][CH2:5][CH2:4][CH2:3]1.C[Al](C)C.[Cl:12][C:13]1[CH:18]=[C:17]([Cl:19])[CH:16]=[CH:15][C:14]=1[C:20]1[N:21]=[C:22]([C:33](OCC)=[O:34])[N:23]([CH3:32])[C:24]=1[C:25]1[CH:30]=[CH:29][C:28]([Cl:31])=[CH:27][CH:26]=1.C(Cl)Cl. (4) Given the product [Cl:12][C:13]1[C:18]([Cl:19])=[CH:17][CH:16]=[CH:15][C:14]=1[O:20][C:4]([CH3:11])([CH3:10])[C:5]([O:7][CH2:8][CH3:9])=[O:6], predict the reactants needed to synthesize it. The reactants are: [OH-].[K+].Br[C:4]([CH3:11])([CH3:10])[C:5]([O:7][CH2:8][CH3:9])=[O:6].[Cl:12][C:13]1[C:18]([Cl:19])=[CH:17][CH:16]=[CH:15][C:14]=1[OH:20]. (5) The reactants are: [NH:1]1[C:5]2=[CH:6][N:7]=[CH:8][CH:9]=[C:4]2[CH:3]=[N:2]1.O(Br)[Br:11].[Na].BrBr.[OH-].[Na+].[Cl-].[NH4+]. Given the product [Br:11][C:3]1[C:4]2[C:5](=[CH:6][N:7]=[CH:8][CH:9]=2)[NH:1][N:2]=1, predict the reactants needed to synthesize it. (6) Given the product [N:56]([CH:43]1[C@@H:38]2[CH2:37][N:36]([C:12]3[N:13]=[C:14]([C:15]4[O:16][C:17]([C:20]5[CH:25]=[CH:24][C:23]([CH2:26][N:27]([CH3:28])[C:29](=[O:30])[O:31][C:32]([CH3:33])([CH3:35])[CH3:34])=[CH:22][CH:21]=5)=[N:18][N:19]=4)[C:9]([N:8]([C:49]([O:51][C:52]([CH3:54])([CH3:53])[CH3:55])=[O:50])[C:6]([O:5][C:1]([CH3:2])([CH3:4])[CH3:3])=[O:7])=[N:10][CH:11]=3)[CH2:40][C@@H:39]2[CH2:41][CH2:42]1)=[N+:57]=[N-:58], predict the reactants needed to synthesize it. The reactants are: [C:1]([O:5][C:6]([N:8]([C:49]([O:51][C:52]([CH3:55])([CH3:54])[CH3:53])=[O:50])[C:9]1[N:10]=[CH:11][C:12]([N:36]2[CH2:40][C@@H:39]3[CH2:41][CH2:42][CH:43](CS([O-])(=O)=O)[C@H:38]3[CH2:37]2)=[N:13][C:14]=1[C:15]1[O:16][C:17]([C:20]2[CH:25]=[CH:24][C:23]([CH2:26][N:27]([C:29]([O:31][C:32]([CH3:35])([CH3:34])[CH3:33])=[O:30])[CH3:28])=[CH:22][CH:21]=2)=[N:18][N:19]=1)=[O:7])([CH3:4])([CH3:3])[CH3:2].[N-:56]=[N+:57]=[N-:58].[Na+]. (7) Given the product [OH:8][CH2:9][CH2:10][CH2:11][O:12][CH2:13][CH2:14][NH:15][C:16](=[O:22])[O:17][C:18]([CH3:20])([CH3:19])[CH3:21], predict the reactants needed to synthesize it. The reactants are: C([O:8][CH2:9][CH2:10][CH2:11][O:12][CH2:13][CH2:14][NH:15][C:16](=[O:22])[O:17][C:18]([CH3:21])([CH3:20])[CH3:19])C1C=CC=CC=1. (8) Given the product [CH3:25][C:13]1[NH:12][C:20]2[C:15]([CH:14]=1)=[C:16]([C:21]([F:23])([F:22])[F:24])[CH:17]=[CH:18][CH:19]=2, predict the reactants needed to synthesize it. The reactants are: [OH-].[Na+].C1(S([N:12]2[C:20]3[C:15](=[C:16]([C:21]([F:24])([F:23])[F:22])[CH:17]=[CH:18][CH:19]=3)[CH:14]=[C:13]2[CH3:25])(=O)=O)C=CC=CC=1.O.Cl. (9) Given the product [CH:20]([N:15]1[C:14]([C:8]2[S:9][C:10]3[CH2:11][CH2:12][O:13][C:4]4[CH:3]=[C:2]([C:37]5[N:36]=[CH:35][N:34]([CH2:33][CH2:32][OH:31])[CH:38]=5)[CH:24]=[CH:23][C:5]=4[C:6]=3[N:7]=2)=[N:18][C:17]([CH3:19])=[N:16]1)([CH3:22])[CH3:21], predict the reactants needed to synthesize it. The reactants are: Br[C:2]1[CH:24]=[CH:23][C:5]2[C:6]3[N:7]=[C:8]([C:14]4[N:15]([CH:20]([CH3:22])[CH3:21])[N:16]=[C:17]([CH3:19])[N:18]=4)[S:9][C:10]=3[CH2:11][CH2:12][O:13][C:4]=2[CH:3]=1.O1CCCCC1[O:31][CH2:32][CH2:33][N:34]1[CH:38]=[C:37]([Sn](CCCC)(CCCC)CCCC)[N:36]=[CH:35]1.O1CCCCC1OCCN1C([Sn](CCCC)(CCCC)CCCC)=CN=C1.